This data is from Peptide-MHC class II binding affinity with 134,281 pairs from IEDB. The task is: Regression. Given a peptide amino acid sequence and an MHC pseudo amino acid sequence, predict their binding affinity value. This is MHC class II binding data. The peptide sequence is SCFEIKCTKPEACSG. The MHC is DRB1_0901 with pseudo-sequence DRB1_0901. The binding affinity (normalized) is 0.253.